The task is: Predict the reactants needed to synthesize the given product.. This data is from Full USPTO retrosynthesis dataset with 1.9M reactions from patents (1976-2016). Given the product [CH2:19]([N:16]1[CH2:17][CH2:18][CH:13]([NH:12][C:2]2[CH:3]=[N+:4]([O-:11])[CH:5]=[CH:6][C:7]=2[N+:8]([O-:10])=[O:9])[CH2:14][CH2:15]1)[C:20]1[CH:21]=[CH:22][CH:23]=[CH:24][CH:25]=1, predict the reactants needed to synthesize it. The reactants are: F[C:2]1[CH:3]=[N+:4]([O-:11])[CH:5]=[CH:6][C:7]=1[N+:8]([O-:10])=[O:9].[NH2:12][CH:13]1[CH2:18][CH2:17][N:16]([CH2:19][C:20]2[CH:25]=[CH:24][CH:23]=[CH:22][CH:21]=2)[CH2:15][CH2:14]1.C(N(CC)C(C)C)(C)C.